Dataset: Full USPTO retrosynthesis dataset with 1.9M reactions from patents (1976-2016). Task: Predict the reactants needed to synthesize the given product. (1) Given the product [C:7]([O:6][CH2:5][C:4]1([OH:3])[CH2:28][CH2:27]1)([C:31]1[CH:32]=[CH:33][CH:38]=[CH:39][CH:45]=1)([C:8]1[CH:13]=[CH:12][CH:11]=[CH:10][CH:9]=1)[C:20]1[CH:25]=[CH:24][CH:23]=[CH:22][CH:21]=1, predict the reactants needed to synthesize it. The reactants are: C([O:3][C:4](=O)[CH2:5][O:6][C:7]([C:20]1[CH:25]=[CH:24][CH:23]=[CH:22][CH:21]=1)(C1C=CC=CC=1)[C:8]1[CH:13]=[CH:12][CH:11]=[CH:10][CH:9]=1)C.[CH2:27]([Mg]Br)[CH3:28].[C:31](O)(=O)[CH2:32][C:33]([CH2:38][C:39](O)=O)(C(O)=O)O.O1CCC[CH2:45]1. (2) Given the product [ClH:1].[OH:19][CH2:18][CH2:17][O:13][C:12](=[O:14])[C@H:10]([CH2:9][C:8]1[CH:7]=[CH:6][C:5]([N+:2]([O-:4])=[O:3])=[CH:16][CH:15]=1)[NH2:11], predict the reactants needed to synthesize it. The reactants are: [ClH:1].[N+:2]([C:5]1[CH:16]=[CH:15][C:8]([CH2:9][C@@H:10]([C:12]([OH:14])=[O:13])[NH2:11])=[CH:7][CH:6]=1)([O-:4])=[O:3].[CH2:17](O)[CH2:18][OH:19]. (3) Given the product [CH2:29]([N:33]1[C:7]2[N:8]=[C:9]([NH:12][C:13]3[CH:18]=[CH:17][CH:16]=[CH:15][CH:14]=3)[N:10]=[CH:11][C:6]=2[CH2:5][CH:4]([C:20]2[CH:21]=[CH:22][C:23]([O:26][CH3:27])=[CH:24][CH:25]=2)[C:3]1=[O:2])[CH:30]([CH3:32])[CH3:31], predict the reactants needed to synthesize it. The reactants are: C[O:2][C:3](=O)[CH:4]([C:20]1[CH:25]=[CH:24][C:23]([O:26][CH3:27])=[CH:22][CH:21]=1)[CH2:5][C:6]1[C:7](Cl)=[N:8][C:9]([NH:12][C:13]2[CH:18]=[CH:17][CH:16]=[CH:15][CH:14]=2)=[N:10][CH:11]=1.[CH2:29]([NH2:33])[CH:30]([CH3:32])[CH3:31]. (4) Given the product [CH3:3][C:2]([NH:10][C:11]([C:13]1[S:14][C:15]2[NH:20][N:19]=[C:18]([NH:28][C:29](=[O:42])[C:30]3[CH:35]=[CH:34][C:33]([N:36]4[CH2:41][CH2:40][O:39][CH2:38][CH2:37]4)=[CH:32][CH:31]=3)[C:16]=2[N:17]=1)=[O:12])([C:4]1[CH:5]=[CH:6][CH:7]=[CH:8][CH:9]=1)[CH3:1], predict the reactants needed to synthesize it. The reactants are: [CH3:1][C:2]([NH:10][C:11]([C:13]1[S:14][C:15]2[N:20](C(OC(C)(C)C)=O)[N:19]=[C:18]([NH:28][C:29](=[O:42])[C:30]3[CH:35]=[CH:34][C:33]([N:36]4[CH2:41][CH2:40][O:39][CH2:38][CH2:37]4)=[CH:32][CH:31]=3)[C:16]=2[N:17]=1)=[O:12])([C:4]1[CH:9]=[CH:8][CH:7]=[CH:6][CH:5]=1)[CH3:3].Cl.[Cl-].[Na+]. (5) Given the product [N:1]1[CH:6]=[CH:5][CH:4]=[CH:3][C:2]=1[N:7]([CH2:30][CH2:31][C:32]([O:34][CH2:35][CH3:36])=[O:33])[C:8]([C:9]1[CH:14]=[CH:13][C:12]2[N:15]([CH3:16])[C:18]([CH2:19][NH:20][C:21]([O:23][C:24]([CH3:26])([CH3:27])[CH3:25])=[O:22])=[N:17][C:11]=2[CH:10]=1)=[O:29], predict the reactants needed to synthesize it. The reactants are: [N:1]1[CH:6]=[CH:5][CH:4]=[CH:3][C:2]=1[N:7]([CH2:30][CH2:31][C:32]([O:34][CH2:35][CH3:36])=[O:33])[C:8](=[O:29])[C:9]1[CH:14]=[CH:13][C:12]([NH:15][CH3:16])=[C:11]([NH:17][C:18](=O)[CH2:19][NH:20][C:21]([O:23][C:24]([CH3:27])([CH3:26])[CH3:25])=[O:22])[CH:10]=1. (6) Given the product [CH3:1][O:2][C:3]1[CH:30]=[CH:29][CH:28]=[CH:27][C:4]=1[CH2:5][CH2:6][C@@H:7]1[CH2:16][CH2:15][C:14]2[CH:13]=[C:12]([C@H:17]3[CH2:26][CH2:25][C@@:19]4([NH:23][C:22](=[O:24])[O:21][CH2:20]4)[CH2:18]3)[CH:11]=[CH:10][C:9]=2[CH2:8]1, predict the reactants needed to synthesize it. The reactants are: [CH3:1][O:2][C:3]1[CH:30]=[CH:29][CH:28]=[CH:27][C:4]=1/[CH:5]=[CH:6]/[C@@H:7]1[CH2:16][CH2:15][C:14]2[CH:13]=[C:12]([C@H:17]3[CH2:26][CH2:25][C@@:19]4([NH:23][C:22](=[O:24])[O:21][CH2:20]4)[CH2:18]3)[CH:11]=[CH:10][C:9]=2[CH2:8]1.[H][H]. (7) Given the product [CH2:22]([O:21][C:19]([C:18]1[C:17]([C:24]([O:26][CH2:27][CH3:28])=[O:25])=[C:16]([N:29]=[CH:8][C:9]2[S:10][CH:6]=[CH:30][CH:32]=2)[S:15][C:14]=1[N:13]=[CH:11][C:9]1[S:10][CH:6]=[CH:7][CH:8]=1)=[O:20])[CH3:23], predict the reactants needed to synthesize it. The reactants are: S1C=CC=C1[C:6]1[S:10][C:9]([CH:11]=O)=[CH:8][CH:7]=1.[NH2:13][C:14]1[S:15][C:16]([NH2:29])=[C:17]([C:24]([O:26][CH2:27][CH3:28])=[O:25])[C:18]=1[C:19]([O:21][CH2:22][CH3:23])=[O:20].[C:30](O)([C:32](F)(F)F)=O.